Dataset: NCI-60 drug combinations with 297,098 pairs across 59 cell lines. Task: Regression. Given two drug SMILES strings and cell line genomic features, predict the synergy score measuring deviation from expected non-interaction effect. (1) Drug 1: CC=C1C(=O)NC(C(=O)OC2CC(=O)NC(C(=O)NC(CSSCCC=C2)C(=O)N1)C(C)C)C(C)C. Drug 2: CC1=C(C(=O)C2=C(C1=O)N3CC4C(C3(C2COC(=O)N)OC)N4)N. Cell line: HL-60(TB). Synergy scores: CSS=79.4, Synergy_ZIP=-1.24, Synergy_Bliss=0.0906, Synergy_Loewe=-0.329, Synergy_HSA=4.66. (2) Drug 1: C1=CC(=CC=C1CC(C(=O)O)N)N(CCCl)CCCl.Cl. Drug 2: CC1CCC2CC(C(=CC=CC=CC(CC(C(=O)C(C(C(=CC(C(=O)CC(OC(=O)C3CCCCN3C(=O)C(=O)C1(O2)O)C(C)CC4CCC(C(C4)OC)O)C)C)O)OC)C)C)C)OC. Cell line: OVCAR-5. Synergy scores: CSS=13.5, Synergy_ZIP=-5.72, Synergy_Bliss=-1.89, Synergy_Loewe=-8.38, Synergy_HSA=-3.51.